Dataset: Peptide-MHC class I binding affinity with 185,985 pairs from IEDB/IMGT. Task: Regression. Given a peptide amino acid sequence and an MHC pseudo amino acid sequence, predict their binding affinity value. This is MHC class I binding data. The peptide sequence is ADILLHSTY. The MHC is Mamu-B52 with pseudo-sequence Mamu-B52. The binding affinity (normalized) is 0.159.